This data is from Peptide-MHC class II binding affinity with 134,281 pairs from IEDB. The task is: Regression. Given a peptide amino acid sequence and an MHC pseudo amino acid sequence, predict their binding affinity value. This is MHC class II binding data. (1) The MHC is HLA-DQA10101-DQB10501 with pseudo-sequence HLA-DQA10101-DQB10501. The peptide sequence is AAVLFAATAAAAAAV. The binding affinity (normalized) is 0. (2) The peptide sequence is TPEAKFDSFVASLTE. The MHC is DRB1_0401 with pseudo-sequence DRB1_0401. The binding affinity (normalized) is 0.537. (3) The peptide sequence is LMSTRRVLEREQIPT. The MHC is H-2-IAb with pseudo-sequence H-2-IAb. The binding affinity (normalized) is 0. (4) The peptide sequence is VQAPVGAITTIEDPV. The MHC is HLA-DQA10101-DQB10501 with pseudo-sequence HLA-DQA10101-DQB10501. The binding affinity (normalized) is 0. (5) The peptide sequence is EKKYFAATQFEPLQA. The MHC is HLA-DPA10103-DPB10401 with pseudo-sequence HLA-DPA10103-DPB10401. The binding affinity (normalized) is 1.00. (6) The peptide sequence is ALAQSRYWRAGSMYQGL. The MHC is DRB1_0401 with pseudo-sequence DRB1_0401. The binding affinity (normalized) is 0.391. (7) The peptide sequence is MRSPVFTDNSSPPVV. The MHC is DRB1_0404 with pseudo-sequence DRB1_0404. The binding affinity (normalized) is 0.0778. (8) The peptide sequence is LSSTGSSCLFVLILF. The MHC is DRB1_0405 with pseudo-sequence DRB1_0405. The binding affinity (normalized) is 0.381. (9) The peptide sequence is MTSRFMTDPHAMRDM. The MHC is HLA-DPA10201-DPB10101 with pseudo-sequence HLA-DPA10201-DPB10101. The binding affinity (normalized) is 0.